Dataset: Forward reaction prediction with 1.9M reactions from USPTO patents (1976-2016). Task: Predict the product of the given reaction. Given the reactants [OH-].[Na+].[CH:3]1[N:4]=[C:5]([C:12]([C:14]2[CH:15]=[CH:16][C:17]([NH:24][C:25](=[O:30])[NH:26][CH2:27][CH2:28][CH3:29])=[C:18]([CH:23]=2)[C:19]([O:21]C)=O)=[O:13])[N:6]2[CH:11]=[CH:10][CH:9]=[CH:8][C:7]=12, predict the reaction product. The product is: [CH:3]1[N:4]=[C:5]([C:12]([C:14]2[CH:23]=[C:18]3[C:17](=[CH:16][CH:15]=2)[NH:24][C:25](=[O:30])[N:26]([CH2:27][CH2:28][CH3:29])[C:19]3=[O:21])=[O:13])[N:6]2[CH:11]=[CH:10][CH:9]=[CH:8][C:7]=12.